From a dataset of Peptide-MHC class II binding affinity with 134,281 pairs from IEDB. Regression. Given a peptide amino acid sequence and an MHC pseudo amino acid sequence, predict their binding affinity value. This is MHC class II binding data. (1) The peptide sequence is AASDFWGGAGSAACQ. The MHC is HLA-DPA10301-DPB10402 with pseudo-sequence HLA-DPA10301-DPB10402. The binding affinity (normalized) is 0. (2) The peptide sequence is LIDKIREELITDTEF. The MHC is DRB1_0101 with pseudo-sequence DRB1_0101. The binding affinity (normalized) is 0.151. (3) The peptide sequence is GGLQIVDKIDAAFKI. The MHC is DRB1_1302 with pseudo-sequence DRB1_1302. The binding affinity (normalized) is 0.589. (4) The peptide sequence is THSWEYWGAQLNAMK. The MHC is HLA-DQA10101-DQB10501 with pseudo-sequence HLA-DQA10101-DQB10501. The binding affinity (normalized) is 0.548.